Dataset: Reaction yield outcomes from USPTO patents with 853,638 reactions. Task: Predict the reaction yield, written as a fraction of the theoretical maximum amount of product (1.0 means a 100% yield; for example, 0.34 means a 34% yield). (1) The reactants are [C:1]([O:4][C:5]1[CH:10]=[C:9](Br)[CH:8]=[CH:7][C:6]=1[C@@H:12]1[C@@H:15]([CH2:16][CH2:17][C@H:18]([O:26][Si:27]([C:30]([CH3:33])([CH3:32])[CH3:31])([CH3:29])[CH3:28])[C:19]2[CH:24]=[CH:23][C:22]([F:25])=[CH:21][CH:20]=2)[C:14](=[O:34])[N:13]1[C:35]1[CH:40]=[CH:39][CH:38]=[CH:37][CH:36]=1)(=[O:3])[CH3:2].[OH:41][C:42]1[CH:43]=[C:44](B(O)O)[CH:45]=[CH:46][CH:47]=1.C(=O)([O-])[O-].[K+].[K+]. The catalyst is C1C=CC([P]([Pd]([P](C2C=CC=CC=2)(C2C=CC=CC=2)C2C=CC=CC=2)([P](C2C=CC=CC=2)(C2C=CC=CC=2)C2C=CC=CC=2)[P](C2C=CC=CC=2)(C2C=CC=CC=2)C2C=CC=CC=2)(C2C=CC=CC=2)C2C=CC=CC=2)=CC=1.C1(C)C=CC=CC=1. The product is [C:1]([O:4][C:5]1[CH:10]=[C:9]([C:46]2[CH:45]=[CH:44][CH:43]=[C:42]([OH:41])[CH:47]=2)[CH:8]=[CH:7][C:6]=1[C@@H:12]1[C@@H:15]([CH2:16][CH2:17][C@H:18]([O:26][Si:27]([C:30]([CH3:33])([CH3:32])[CH3:31])([CH3:29])[CH3:28])[C:19]2[CH:24]=[CH:23][C:22]([F:25])=[CH:21][CH:20]=2)[C:14](=[O:34])[N:13]1[C:35]1[CH:40]=[CH:39][CH:38]=[CH:37][CH:36]=1)(=[O:3])[CH3:2]. The yield is 0.690. (2) No catalyst specified. The product is [CH:16]1([N:8]2[C:6]3[N:7]=[C:2]([NH:21][C:22]4[CH:31]=[CH:30][C:25]([C:26]([O:28][CH3:29])=[O:27])=[CH:24][N:23]=4)[N:3]=[CH:4][C:5]=3[CH:10]=[C:9]2[C:11](=[O:12])[N:13]([CH3:15])[CH3:14])[CH2:20][CH2:19][CH2:18][CH2:17]1. The yield is 0.940. The reactants are Cl[C:2]1[N:3]=[CH:4][C:5]2[CH:10]=[C:9]([C:11]([N:13]([CH3:15])[CH3:14])=[O:12])[N:8]([CH:16]3[CH2:20][CH2:19][CH2:18][CH2:17]3)[C:6]=2[N:7]=1.[NH2:21][C:22]1[CH:31]=[CH:30][C:25]([C:26]([O:28][CH3:29])=[O:27])=[CH:24][N:23]=1.